From a dataset of Catalyst prediction with 721,799 reactions and 888 catalyst types from USPTO. Predict which catalyst facilitates the given reaction. (1) Reactant: [F:1][C:2]1([F:10])[CH2:6][NH:5][C@H:4]([C:7](O)=[O:8])[CH2:3]1. Product: [F:1][C:2]1([F:10])[CH2:6][NH:5][CH:4]([CH2:7][OH:8])[CH2:3]1. The catalyst class is: 1. (2) Reactant: [Li+].[OH-].[CH:3]1[C:15]2[CH:14]([CH2:16][O:17][C:18]([N:20]3[CH2:25][CH2:24][N:23]([C:26]4[NH:31][C:30](=[O:32])[C:29]5[N:33]([CH2:36][C:37]([O:39]CC)=[O:38])[CH:34]=[N:35][C:28]=5[CH:27]=4)[CH2:22][CH2:21]3)=[O:19])[C:13]3[C:8](=[CH:9][CH:10]=[CH:11][CH:12]=3)[C:7]=2[CH:6]=[CH:5][CH:4]=1.Cl.O1CCCC1. Product: [CH:12]1[C:13]2[CH:14]([CH2:16][O:17][C:18]([N:20]3[CH2:25][CH2:24][N:23]([C:26]4[NH:31][C:30](=[O:32])[C:29]5[N:33]([CH2:36][C:37]([OH:39])=[O:38])[CH:34]=[N:35][C:28]=5[CH:27]=4)[CH2:22][CH2:21]3)=[O:19])[C:15]3[C:7](=[CH:6][CH:5]=[CH:4][CH:3]=3)[C:8]=2[CH:9]=[CH:10][CH:11]=1. The catalyst class is: 30. (3) Reactant: [CH3:1][C:2]1([CH3:17])[CH2:7][CH:6]([C:8]2[N:13]=[CH:12][C:11]([NH2:14])=[CH:10][CH:9]=2)[CH2:5][C:4]([CH3:16])([CH3:15])[O:3]1.C1C(=O)N([Br:25])C(=O)C1.C([O-])([O-])=O.[Na+].[Na+]. Product: [Br:25][C:12]1[C:11]([NH2:14])=[CH:10][CH:9]=[C:8]([CH:6]2[CH2:7][C:2]([CH3:17])([CH3:1])[O:3][C:4]([CH3:16])([CH3:15])[CH2:5]2)[N:13]=1. The catalyst class is: 2. (4) Reactant: [CH2:1]([C:3]1[CH:8]=[CH:7][CH:6]=[C:5]([CH2:9][CH3:10])[C:4]=1[C:11]1[CH:20]=[C:19]([CH3:21])[C:14]([C:15]([O:17]C)=[O:16])=[C:13](/[CH:22]=[CH:23]/[CH3:24])[N:12]=1)[CH3:2].C(O)(C(F)(F)F)=O.C([O-])(O)=O.[Na+]. Product: [CH2:9]([C:5]1[CH:6]=[CH:7][CH:8]=[C:3]([CH2:1][CH3:2])[C:4]=1[C:11]1[N:12]=[C:13]2[CH2:22][CH:23]([CH3:24])[O:17][C:15](=[O:16])[C:14]2=[C:19]([CH3:21])[CH:20]=1)[CH3:10]. The catalyst class is: 6.